Dataset: Peptide-MHC class I binding affinity with 185,985 pairs from IEDB/IMGT. Task: Regression. Given a peptide amino acid sequence and an MHC pseudo amino acid sequence, predict their binding affinity value. This is MHC class I binding data. (1) The peptide sequence is CRAPRKKGC. The MHC is HLA-A31:01 with pseudo-sequence HLA-A31:01. The binding affinity (normalized) is 0. (2) The peptide sequence is PAHKSQLV. The MHC is HLA-A02:01 with pseudo-sequence HLA-A02:01. The binding affinity (normalized) is 0. (3) The binding affinity (normalized) is 0.999. The peptide sequence is KSNILMWNK. The MHC is HLA-A31:01 with pseudo-sequence HLA-A31:01. (4) The peptide sequence is GLHAAAPHL. The MHC is HLA-A02:12 with pseudo-sequence HLA-A02:12. The binding affinity (normalized) is 0.652. (5) The peptide sequence is ALGGSCHTT. The MHC is HLA-A69:01 with pseudo-sequence HLA-A69:01. The binding affinity (normalized) is 0.0847. (6) The peptide sequence is SAVTDRETDV. The MHC is Mamu-B01 with pseudo-sequence Mamu-B01. The binding affinity (normalized) is 0. (7) The peptide sequence is DTIESAKTK. The MHC is HLA-A02:06 with pseudo-sequence HLA-A02:06. The binding affinity (normalized) is 0.